This data is from Full USPTO retrosynthesis dataset with 1.9M reactions from patents (1976-2016). The task is: Predict the reactants needed to synthesize the given product. (1) The reactants are: [F:1][C:2]1[CH:7]=[CH:6][C:5]([C:8]2[C:9]([C:21]3[CH:26]=[CH:25][CH:24]=[CH:23][CH:22]=3)=[C:10]([C:18]([NH2:20])=[O:19])[N:11]([CH:15]([CH3:17])[CH3:16])[C:12]=2[CH2:13]O)=[CH:4][CH:3]=1.[BrH:27].[C:28]1([P:34]([C:41]2[CH:46]=[CH:45][CH:44]=[CH:43][CH:42]=2)[C:35]2[CH:40]=[CH:39][CH:38]=[CH:37][CH:36]=2)[CH:33]=[CH:32][CH:31]=[CH:30][CH:29]=1. Given the product [Br-:27].[C:18]([C:10]1[N:11]([CH:15]([CH3:16])[CH3:17])[C:12]([CH2:13][P+:34]([C:28]2[CH:29]=[CH:30][CH:31]=[CH:32][CH:33]=2)([C:35]2[CH:40]=[CH:39][CH:38]=[CH:37][CH:36]=2)[C:41]2[CH:42]=[CH:43][CH:44]=[CH:45][CH:46]=2)=[C:8]([C:5]2[CH:6]=[CH:7][C:2]([F:1])=[CH:3][CH:4]=2)[C:9]=1[C:21]1[CH:26]=[CH:25][CH:24]=[CH:23][CH:22]=1)(=[O:19])[NH2:20], predict the reactants needed to synthesize it. (2) Given the product [CH2:63]([O:66][N:67]([C@H:25]1[CH2:24][N:23]([C:28]([O:30][C:31]([CH3:33])([CH3:32])[CH3:34])=[O:29])[C@H:22]([CH2:35][O:36][Si:37]([C:40]([CH3:41])([CH3:43])[CH3:42])([CH3:39])[CH3:38])[C:21]([CH2:20][CH2:19][O:18][Si:11]([C:14]([CH3:15])([CH3:16])[CH3:17])([CH3:12])[CH3:13])=[CH:26]1)[S:68]([C:71]1[CH:76]=[CH:75][CH:74]=[CH:73][C:72]=1[N+:77]([O-:79])=[O:78])(=[O:70])=[O:69])[CH:64]=[CH2:65], predict the reactants needed to synthesize it. The reactants are: OC1CN(C([O-])=O)CC=C1.[Si:11]([O:18][CH2:19][CH2:20][C:21]1[C@@H:22]([CH2:35][O:36][Si:37]([C:40]([CH3:43])([CH3:42])[CH3:41])([CH3:39])[CH3:38])[N:23]([C:28]([O:30][C:31]([CH3:34])([CH3:33])[CH3:32])=[O:29])[CH2:24][C@@H:25](O)[CH:26]=1)([C:14]([CH3:17])([CH3:16])[CH3:15])([CH3:13])[CH3:12].C1(P(C2C=CC=CC=2)C2C=CC=CC=2)C=CC=CC=1.[CH2:63]([O:66][NH:67][S:68]([C:71]1[CH:76]=[CH:75][CH:74]=[CH:73][C:72]=1[N+:77]([O-:79])=[O:78])(=[O:70])=[O:69])[CH:64]=[CH2:65].N(C(OC(C)C)=O)=NC(OC(C)C)=O. (3) Given the product [C:27]([O:26][C:24]([NH:23][C@@H:22]([CH2:21][CH2:20][C:19]([C:3]1[CH:17]=[CH:16][C:6]([O:7][CH2:8][C:9]2[CH:14]=[CH:13][CH:12]=[CH:11][C:10]=2[F:15])=[CH:5][CH:4]=1)=[O:18])[C:31]([O:33][CH3:34])=[O:32])=[O:25])([CH3:30])([CH3:29])[CH3:28], predict the reactants needed to synthesize it. The reactants are: [Mg].Br[C:3]1[CH:17]=[CH:16][C:6]([O:7][CH2:8][C:9]2[CH:14]=[CH:13][CH:12]=[CH:11][C:10]=2[F:15])=[CH:5][CH:4]=1.[O:18]=[C:19]1[N:23]([C:24]([O:26][C:27]([CH3:30])([CH3:29])[CH3:28])=[O:25])[C@H:22]([C:31]([O:33][CH3:34])=[O:32])[CH2:21][CH2:20]1.[Cl-].[NH4+]. (4) The reactants are: FC1[CH:3]=[C:4]([CH:29]=CC=1OC)[C:5]([N:7]1[C:16]2[C:11](=[CH:12][CH:13]=[CH:14][CH:15]=2)[C@H:10]([N:17]([C:22]2[CH:27]=[CH:26][CH:25]=[CH:24][CH:23]=2)[C:18](=[O:21])[CH2:19][CH3:20])[CH2:9][C@@H:8]1[CH3:28])=[O:6].[F:34][C:35]1C=C(C=CC=1OC)C(Cl)=O.O1C=CC=C1C(Cl)=O.[C:54](Cl)(=[O:57])[CH2:55][CH3:56].C(Cl)(=O)C. Given the product [F:34][CH2:35][O:57][C:54]1[CH:29]=[C:4]([CH:3]=[CH:56][CH:55]=1)[C:5]([N:7]1[C:16]2[C:11](=[CH:12][CH:13]=[CH:14][CH:15]=2)[C@H:10]([N:17]([C:22]2[CH:23]=[CH:24][CH:25]=[CH:26][CH:27]=2)[C:18](=[O:21])[CH2:19][CH3:20])[CH2:9][C@@H:8]1[CH3:28])=[O:6], predict the reactants needed to synthesize it. (5) The reactants are: [NH2:1][C:2]1[C:3]([OH:12])=[CH:4][C:5]2[C:10]([CH:11]=1)=[CH:9][CH:8]=[CH:7][CH:6]=2.[H-].[Na+].[CH2:15](I)C.[OH-].[Na+]. Given the product [CH3:15][O:12][C:3]1[C:2]([NH2:1])=[CH:11][C:10]2[C:5]([CH:4]=1)=[CH:6][CH:7]=[CH:8][CH:9]=2, predict the reactants needed to synthesize it.